The task is: Binary Classification. Given a drug SMILES string, predict its activity (active/inactive) in a high-throughput screening assay against a specified biological target.. This data is from HIV replication inhibition screening data with 41,000+ compounds from the AIDS Antiviral Screen. The molecule is CCC1NC(=O)C(C(O)C(C)C)N(C)C(=O)C(C(C)C)N(C)C(=O)C(CC(C)C)N(C)C(=O)C(CC(C)C)N(C)C(=O)C(C)NC(=O)C(CCCCNC(=O)OCc2ccccc2Cl)NC(=O)C(CC(C)C)N(C)C(=O)C(C(C)C)NC(=O)C(CC(C)C)N(C)C(=O)C(CO)N(C)C1=O. The result is 1 (active).